From a dataset of Full USPTO retrosynthesis dataset with 1.9M reactions from patents (1976-2016). Predict the reactants needed to synthesize the given product. (1) Given the product [CH3:1][C:2]1[C:3]([C:13]2[CH:18]=[CH:17][CH:16]=[CH:15][CH:14]=2)=[C:4]([O:12][C:22]2[CH:29]=[CH:28][C:25]([CH:26]=[O:27])=[CH:24][CH:23]=2)[C:5]2[C:10]([CH:11]=1)=[CH:9][CH:8]=[CH:7][CH:6]=2, predict the reactants needed to synthesize it. The reactants are: [CH3:1][C:2]1[C:3]([C:13]2[CH:18]=[CH:17][CH:16]=[CH:15][CH:14]=2)=[C:4]([OH:12])[C:5]2[C:10]([CH:11]=1)=[CH:9][CH:8]=[CH:7][CH:6]=2.[H-].[Na+].F[C:22]1[CH:29]=[CH:28][C:25]([CH:26]=[O:27])=[CH:24][CH:23]=1. (2) Given the product [OH:28][CH2:27][C@@H:26]([NH:29][C:21]([C:18]1[CH:17]=[CH:16][C:15]([O:14][CH2:13][C:3]2[C:4]([C:7]3[CH:12]=[CH:11][CH:10]=[CH:9][N:8]=3)=[N:5][O:6][C:2]=2[CH3:1])=[CH:20][N:19]=1)=[O:23])[CH2:25][CH3:24], predict the reactants needed to synthesize it. The reactants are: [CH3:1][C:2]1[O:6][N:5]=[C:4]([C:7]2[CH:12]=[CH:11][CH:10]=[CH:9][N:8]=2)[C:3]=1[CH2:13][O:14][C:15]1[CH:16]=[CH:17][C:18]([C:21]([OH:23])=O)=[N:19][CH:20]=1.[CH3:24][CH2:25][C@H:26]([NH2:29])[CH2:27][OH:28]. (3) Given the product [Br:31][CH2:9][CH2:8][C:5]1[CH:6]=[CH:7][C:2]([Cl:1])=[CH:3][CH:4]=1, predict the reactants needed to synthesize it. The reactants are: [Cl:1][C:2]1[CH:7]=[CH:6][C:5]([CH2:8][CH2:9]O)=[CH:4][CH:3]=1.C1(P(C2C=CC=CC=2)C2C=CC=CC=2)C=CC=CC=1.C(Br)(Br)(Br)[Br:31]. (4) Given the product [NH2:1][C:2]1[C:3]([C:7]2[N:8]([C:10]3[CH:15]=[CH:14][C:13]([F:16])=[C:12]([Br:17])[CH:11]=3)[C:31](=[O:33])[O:34][N:18]=2)=[N:4][O:5][N:6]=1, predict the reactants needed to synthesize it. The reactants are: [NH2:1][C:2]1[C:3]([C:7](=[NH:18])[N:8]([C:10]2[CH:15]=[CH:14][C:13]([F:16])=[C:12]([Br:17])[CH:11]=2)O)=[N:4][O:5][N:6]=1.C1N=CN(C(N2C=NC=C2)=O)C=1.[C:31]([O:34]CC)(=[O:33])C. (5) The reactants are: [OH:1][CH2:2][CH2:3][CH2:4][N:5]1[CH:9]=[C:8]([C:10]2[CH:11]=[CH:12][C:13]([NH:21][C:22]3[C:27]([C:28]([F:31])([F:30])[F:29])=[CH:26][N:25]=[C:24]([NH:32][C:33]4[CH:47]=[CH:46][C:36]([CH2:37][P:38](=[O:45])([O:42][CH2:43][CH3:44])[O:39][CH2:40][CH3:41])=[CH:35][C:34]=4[O:48][CH3:49])[N:23]=3)=[C:14]3[C:18]=2[CH2:17][N:16](C)[C:15]3=[O:20])[CH:7]=[N:6]1.NC1C=CC(C2C=NN(CCCO)C=2)=CC=1C(NC)=O. Given the product [OH:1][CH2:2][CH2:3][CH2:4][N:5]1[CH:9]=[C:8]([C:10]2[CH:11]=[CH:12][C:13]([NH:21][C:22]3[C:27]([C:28]([F:29])([F:30])[F:31])=[CH:26][N:25]=[C:24]([NH:32][C:33]4[CH:47]=[CH:46][C:36]([CH2:37][P:38](=[O:45])([O:42][CH2:43][CH3:44])[O:39][CH2:40][CH3:41])=[CH:35][C:34]=4[O:48][CH3:49])[N:23]=3)=[C:14]([C:15](=[O:20])[NH:16][CH3:17])[CH:18]=2)[CH:7]=[N:6]1, predict the reactants needed to synthesize it. (6) Given the product [C:12]([C:14](=[C:20]1[CH2:25][CH2:24][CH2:23][CH2:22][CH2:21]1)[C:15]([O:17][CH2:18][CH3:19])=[O:16])#[N:13], predict the reactants needed to synthesize it. The reactants are: N1CCCC1C(O)=O.C(O)C.[C:12]([CH2:14][C:15]([O:17][CH2:18][CH3:19])=[O:16])#[N:13].[C:20]1(=O)[CH2:25][CH2:24][CH2:23][CH2:22][CH2:21]1. (7) Given the product [C:29]1([NH:35][C:36](=[O:37])[NH:8][CH2:9][CH2:10][CH2:11][CH2:12][CH2:13][NH:14][C:15]([CH2:17][S:18][C:19](=[O:21])[CH3:20])=[O:16])[CH:34]=[CH:33][CH:32]=[CH:31][CH:30]=1, predict the reactants needed to synthesize it. The reactants are: FC(F)(F)C(O)=O.[NH2:8][CH2:9][CH2:10][CH2:11][CH2:12][CH2:13][NH:14][C:15]([CH2:17][S:18][C:19](=[O:21])[CH3:20])=[O:16].C(N(CC)CC)C.[C:29]1([N:35]=[C:36]=[O:37])[CH:34]=[CH:33][CH:32]=[CH:31][CH:30]=1. (8) Given the product [CH2:1]([O:3][C:4](=[O:17])[C:5]1[CH:10]=[CH:9][C:8]([CH2:11][N:27]2[CH2:28][CH2:29][CH2:30][C@H:25]([NH:24][C:23]([O:22][C:18]([CH3:21])([CH3:20])[CH3:19])=[O:31])[CH2:26]2)=[C:7]([C:13]([F:16])([F:15])[F:14])[CH:6]=1)[CH3:2], predict the reactants needed to synthesize it. The reactants are: [CH2:1]([O:3][C:4](=[O:17])[C:5]1[CH:10]=[CH:9][C:8]([CH2:11]Br)=[C:7]([C:13]([F:16])([F:15])[F:14])[CH:6]=1)[CH3:2].[C:18]([O:22][C:23](=[O:31])[NH:24][C@H:25]1[CH2:30][CH2:29][CH2:28][NH:27][CH2:26]1)([CH3:21])([CH3:20])[CH3:19].C(OC(=O)C1C=CC(CN2CC[C@@H](NC(OC(C)(C)C)=O)C2)=C(C(F)(F)F)C=1)C.